The task is: Regression. Given a peptide amino acid sequence and an MHC pseudo amino acid sequence, predict their binding affinity value. This is MHC class II binding data.. This data is from Peptide-MHC class II binding affinity with 134,281 pairs from IEDB. The peptide sequence is LEKGRLYQIKIQYQRENPTE. The MHC is HLA-DPA10301-DPB10402 with pseudo-sequence HLA-DPA10301-DPB10402. The binding affinity (normalized) is 0.133.